The task is: Predict the reactants needed to synthesize the given product.. This data is from Full USPTO retrosynthesis dataset with 1.9M reactions from patents (1976-2016). (1) Given the product [Cl:19][C:18]1[C:17]2[C:12](=[CH:13][CH:14]=[C:15]([C:20]([C:32]3[N:36]([CH3:37])[CH:35]=[N:34][CH:33]=3)([C:22]3[CH:23]=[N:24][C:25]([C:28]([F:30])([F:31])[F:29])=[CH:26][CH:27]=3)[OH:21])[CH:16]=2)[N:11]=[C:10]([O:38][CH3:39])[C:9]=1[C:47]1[CH:48]=[CH:49][C:44]([S:41]([CH3:40])(=[O:43])=[O:42])=[CH:45][CH:46]=1, predict the reactants needed to synthesize it. The reactants are: C(O[C:9]1[C:10]([O:38][CH3:39])=[N:11][C:12]2[C:17]([C:18]=1[Cl:19])=[CH:16][C:15]([C:20]([C:32]1[N:36]([CH3:37])[CH:35]=[N:34][CH:33]=1)([C:22]1[CH:23]=[N:24][C:25]([C:28]([F:31])([F:30])[F:29])=[CH:26][CH:27]=1)[OH:21])=[CH:14][CH:13]=2)C1C=CC=CC=1.[CH3:40][S:41]([C:44]1[CH:49]=[CH:48][C:47](B(O)O)=[CH:46][CH:45]=1)(=[O:43])=[O:42].C([O-])([O-])=O.[K+].[K+]. (2) Given the product [CH:12]1([C:9]2[N:8]=[C:7]([C:6]3[C:5]4[CH2:15][CH2:16][C:17]([OH:19])([CH3:20])[CH2:18][C:4]=4[S:3][C:2]=3[NH:1][C:32]([C:22]3[CH:21]4[CH2:28][CH2:27][CH:24]([CH2:25][CH2:26]4)[C:23]=3[C:29]([OH:31])=[O:30])=[O:33])[O:11][N:10]=2)[CH2:13][CH2:14]1, predict the reactants needed to synthesize it. The reactants are: [NH2:1][C:2]1[S:3][C:4]2[CH2:18][C:17]([CH3:20])([OH:19])[CH2:16][CH2:15][C:5]=2[C:6]=1[C:7]1[O:11][N:10]=[C:9]([CH:12]2[CH2:14][CH2:13]2)[N:8]=1.[CH:21]12[CH2:28][CH2:27][CH:24]([CH2:25][CH2:26]1)[C:23]1[C:29]([O:31][C:32](=[O:33])[C:22]2=1)=[O:30]. (3) Given the product [OH:47][C:35]1[CH:34]=[C:33]([CH:8]2[CH:7]([O:6][CH2:3][CH2:4][CH3:5])[CH2:16][C:15]3[C:14]([OH:17])=[CH:13][C:12]([OH:25])=[CH:11][C:10]=3[O:9]2)[CH:38]=[CH:37][C:36]=1[OH:39], predict the reactants needed to synthesize it. The reactants are: [H][H].[CH2:3]([O:6][CH:7]1[CH2:16][C:15]2[C:10](=[CH:11][C:12]([O:25]CC3C=CC=CC=3)=[CH:13][C:14]=2[O:17]CC2C=CC=CC=2)[O:9][CH:8]1[C:33]1[CH:38]=[CH:37][C:36]([O:39]CC2C=CC=CC=2)=[C:35]([O:47]CC2C=CC=CC=2)[CH:34]=1)[CH:4]=[CH2:5]. (4) Given the product [Cl:1][C:2]1[CH:7]=[C:6]([O:8][C:9]2[CH:10]=[CH:11][C:12]([Cl:15])=[CH:13][CH:14]=2)[CH:5]=[CH:4][C:3]=1[C:16]([OH:23])([C:24]#[C:25][CH3:26])[CH2:17][N:18]1[CH:22]=[N:21][CH:20]=[N:19]1, predict the reactants needed to synthesize it. The reactants are: [Cl:1][C:2]1[CH:7]=[C:6]([O:8][C:9]2[CH:14]=[CH:13][C:12]([Cl:15])=[CH:11][CH:10]=2)[CH:5]=[CH:4][C:3]=1[C:16](=[O:23])[CH2:17][N:18]1[CH:22]=[N:21][CH:20]=[N:19]1.[C:24]([Mg]Br)#[C:25][CH3:26]. (5) Given the product [O:7]([C:8]1[CH:13]=[CH:12][C:11]([N:14]2[C:22]3[C:17](=[CH:18][C:19]([N+:23]([O-:25])=[O:24])=[CH:20][CH:21]=3)[CH:16]=[CH:15]2)=[CH:10][C:9]=1[O:26][CH3:27])[C@H:6]1[O:28][C@H:29]([CH2:40][OH:41])[C@@H:30]([OH:36])[C@H:31]([OH:32])[C@@H:5]1[OH:4], predict the reactants needed to synthesize it. The reactants are: C([O:4][C@H:5]1[C@@H:31]([O:32]C(=O)C)[C@H:30]([O:36]C(=O)C)[C@@H:29]([CH2:40][O:41]C(=O)C)[O:28][C@@H:6]1[O:7][C:8]1[CH:13]=[CH:12][C:11]([N:14]2[C:22]3[C:17](=[CH:18][C:19]([N+:23]([O-:25])=[O:24])=[CH:20][CH:21]=3)[CH:16]=[CH:15]2)=[CH:10][C:9]=1[O:26][CH3:27])(=O)C.CO[Na].CO. (6) Given the product [CH3:15][O:14][C:4]1[C:5]2[N:11]3[CH2:12][C@H:8]([CH2:9][CH2:10]3)[NH:7][C:6]=2[N:13]=[C:2]([C:21]2[CH:20]=[CH:19][CH:18]=[C:17]([Cl:16])[CH:22]=2)[CH:3]=1, predict the reactants needed to synthesize it. The reactants are: Cl[C:2]1[CH:3]=[C:4]([O:14][CH3:15])[C:5]2[N:11]3[CH2:12][C@H:8]([CH2:9][CH2:10]3)[NH:7][C:6]=2[N:13]=1.[Cl:16][C:17]1[CH:18]=[C:19](B(O)O)[CH:20]=[CH:21][CH:22]=1.C([O-])([O-])=O.[Cs+].[Cs+].C(Cl)Cl. (7) The reactants are: [CH3:1][CH:2]([CH3:30])[CH2:3][N:4]([CH2:9][C@H:10]1[CH2:15][N:14](C(OC(C)(C)C)=O)[CH2:13][CH2:12][N:11]1C(OC(C)(C)C)=O)[S:5]([CH3:8])(=[O:7])=[O:6].[ClH:31]. Given the product [ClH:31].[ClH:31].[CH3:1][CH:2]([CH3:30])[CH2:3][N:4]([CH2:9][C@H:10]1[CH2:15][NH:14][CH2:13][CH2:12][NH:11]1)[S:5]([CH3:8])(=[O:6])=[O:7], predict the reactants needed to synthesize it.